From a dataset of Full USPTO retrosynthesis dataset with 1.9M reactions from patents (1976-2016). Predict the reactants needed to synthesize the given product. Given the product [F:1][C:2]1[CH:3]=[C:4]([C:9]2[C:18]3[C:13](=[CH:14][C:15]([S:32][C:30]4[S:31][C:27]([C:23]([OH:26])([C:22]([F:21])([F:33])[F:34])[CH2:24][CH3:25])=[CH:28][N:29]=4)=[CH:16][CH:17]=3)[O:12][C:11](=[O:19])[CH:10]=2)[CH:5]=[C:6]([F:8])[CH:7]=1, predict the reactants needed to synthesize it. The reactants are: [F:1][C:2]1[CH:3]=[C:4]([C:9]2[C:18]3[C:13](=[CH:14][CH:15]=[CH:16][CH:17]=3)[O:12][C:11](=[O:19])[C:10]=2F)[CH:5]=[C:6]([F:8])[CH:7]=1.[F:21][C:22]([F:34])([F:33])[C:23]([C:27]1[S:31][C:30]([SH:32])=[N:29][CH:28]=1)([OH:26])[CH2:24][CH3:25].C(=O)([O-])[O-].[K+].[K+].